From a dataset of Catalyst prediction with 721,799 reactions and 888 catalyst types from USPTO. Predict which catalyst facilitates the given reaction. (1) Reactant: [Cl:1][C:2]1[CH:7]=[CH:6][CH:5]=[CH:4][C:3]=1[S:8]([N:11]1[C:19]2[C:14](=[CH:15][CH:16]=[CH:17][CH:18]=2)[C:13](/[CH:20]=[C:21]2\[O:22][C:23]3[C:30]([CH2:31][N:32]4[CH2:37][CH2:36][N:35](C(OC(C)(C)C)=O)[CH2:34][CH2:33]4)=[C:29]([OH:45])[CH:28]=[CH:27][C:24]=3[C:25]\2=[O:26])=[CH:12]1)(=[O:10])=[O:9].FC(F)(F)C(O)=O. Product: [ClH:1].[ClH:1].[Cl:1][C:2]1[CH:7]=[CH:6][CH:5]=[CH:4][C:3]=1[S:8]([N:11]1[C:19]2[C:14](=[CH:15][CH:16]=[CH:17][CH:18]=2)[C:13](/[CH:20]=[C:21]2\[O:22][C:23]3[C:30]([CH2:31][N:32]4[CH2:33][CH2:34][NH:35][CH2:36][CH2:37]4)=[C:29]([OH:45])[CH:28]=[CH:27][C:24]=3[C:25]\2=[O:26])=[CH:12]1)(=[O:9])=[O:10]. The catalyst class is: 2. (2) Reactant: [C:1]([O:5][C:6]([NH:8][CH2:9][CH2:10][O:11][C:12]1[CH:13]=[C:14]([N+:18]([O-])=O)[CH:15]=[CH:16][CH:17]=1)=[O:7])([CH3:4])([CH3:3])[CH3:2]. Product: [C:1]([O:5][C:6]([NH:8][CH2:9][CH2:10][O:11][C:12]1[CH:13]=[C:14]([CH:15]=[CH:16][CH:17]=1)[NH2:18])=[O:7])([CH3:4])([CH3:2])[CH3:3]. The catalyst class is: 465. (3) Reactant: COC1C=CC([CH2:7][N:8](C)[C:9]2[CH:18]=[C:17]3[C:12]([CH:13]=[C:14]([C:26]4[CH:31]=[CH:30][C:29]([F:32])=[C:28]([NH2:33])[CH:27]=4)[C:15](=[O:25])[N:16]3[C:19]3[CH:24]=[CH:23][CH:22]=[CH:21][CH:20]=3)=[CH:11][N:10]=2)=CC=1.C(C(O)=O)(F)(F)F. The catalyst class is: 2. Product: [NH2:33][C:28]1[CH:27]=[C:26]([C:14]2[C:15](=[O:25])[N:16]([C:19]3[CH:24]=[CH:23][CH:22]=[CH:21][CH:20]=3)[C:17]3[C:12]([CH:13]=2)=[CH:11][N:10]=[C:9]([NH:8][CH3:7])[CH:18]=3)[CH:31]=[CH:30][C:29]=1[F:32]. (4) The catalyst class is: 183. Product: [C:1]([O:5][C:6]([N:8]1[CH2:9][CH2:10][CH:11]([O:14][C:15]2[C:16]([Cl:25])=[CH:17][C:18]([NH2:22])=[CH:19][C:20]=2[Cl:21])[CH2:12][CH2:13]1)=[O:7])([CH3:4])([CH3:2])[CH3:3]. Reactant: [C:1]([O:5][C:6]([N:8]1[CH2:13][CH2:12][CH:11]([O:14][C:15]2[C:20]([Cl:21])=[CH:19][C:18]([N+:22]([O-])=O)=[CH:17][C:16]=2[Cl:25])[CH2:10][CH2:9]1)=[O:7])([CH3:4])([CH3:3])[CH3:2]. (5) Reactant: C(OC([N:8]1[CH2:13][CH2:12][CH:11]([NH:14][C:15]2[O:16][C:17]3[CH:18]=[N:19][CH:20]=[CH:21][C:22]=3[N:23]=2)[CH2:10][CH2:9]1)=O)(C)(C)C.[ClH:24]. Product: [ClH:24].[ClH:24].[N:23]1[C:22]2[CH:21]=[CH:20][N:19]=[CH:18][C:17]=2[O:16][C:15]=1[NH:14][CH:11]1[CH2:12][CH2:13][NH:8][CH2:9][CH2:10]1. The catalyst class is: 714. (6) Reactant: Cl[C:2]([O:4][CH:5]([Cl:7])[CH3:6])=[O:3].[CH3:8][O:9][C:10]1[CH:11]=[C:12]2[C:17](=[CH:18][CH:19]=1)[CH:16]=[C:15]([CH:20]([CH3:30])[C:21]([O:23][CH2:24][CH2:25][S:26][CH2:27][CH2:28][OH:29])=[O:22])[CH:14]=[CH:13]2.N1C=CC=CC=1. Product: [CH3:8][O:9][C:10]1[CH:11]=[C:12]2[C:17](=[CH:18][CH:19]=1)[CH:16]=[C:15]([C@H:20]([CH3:30])[C:21]([O:23][CH2:24][CH2:25][S:26][CH2:27][CH2:28][O:29][C:2]([O:4][CH:5]([Cl:7])[CH3:6])=[O:3])=[O:22])[CH:14]=[CH:13]2. The catalyst class is: 2. (7) Reactant: [Br:1][C:2]1[CH:17]=[CH:16][C:5]([O:6][C:7]2[CH:14]=[CH:13][C:10]([C:11]#[N:12])=[CH:9][C:8]=2[Cl:15])=[CH:4][C:3]=1[CH:18]=[O:19].[BH4-].[Na+]. Product: [Br:1][C:2]1[CH:17]=[CH:16][C:5]([O:6][C:7]2[CH:14]=[CH:13][C:10]([C:11]#[N:12])=[CH:9][C:8]=2[Cl:15])=[CH:4][C:3]=1[CH2:18][OH:19]. The catalyst class is: 5.